From a dataset of Full USPTO retrosynthesis dataset with 1.9M reactions from patents (1976-2016). Predict the reactants needed to synthesize the given product. (1) Given the product [F:1][C:2]1[C:3]([I:11])=[C:4]2[C:8](=[CH:9][CH:10]=1)[N:7]([S:18]([C:12]1[CH:17]=[CH:16][CH:15]=[CH:14][CH:13]=1)(=[O:20])=[O:19])[CH:6]=[CH:5]2, predict the reactants needed to synthesize it. The reactants are: [F:1][C:2]1[C:3]([I:11])=[C:4]2[C:8](=[CH:9][CH:10]=1)[NH:7][CH:6]=[CH:5]2.[C:12]1([S:18](Cl)(=[O:20])=[O:19])[CH:17]=[CH:16][CH:15]=[CH:14][CH:13]=1.[OH-].[Na+]. (2) The reactants are: [F:1][C:2]1[CH:16]=[CH:15][C:5]2[C:6](=[O:14])[NH:7][C:8]3[C:13]([C:4]=2[CH:3]=1)=[CH:12][N:11]=[CH:10][CH:9]=3.CC(C)([O-])C.[K+].[C:23]([O:26][CH:27]1[CH2:32][CH2:31][CH:30]([C:33](=[O:36])[CH2:34]Br)[CH2:29][CH2:28]1)(=[O:25])[CH3:24].O. Given the product [C:23]([O:26][CH:27]1[CH2:32][CH2:31][CH:30]([C:33](=[O:36])[CH2:34][N:7]2[C:8]3[C:13](=[CH:12][N:11]=[CH:10][CH:9]=3)[C:4]3[CH:3]=[C:2]([F:1])[CH:16]=[CH:15][C:5]=3[C:6]2=[O:14])[CH2:29][CH2:28]1)(=[O:25])[CH3:24], predict the reactants needed to synthesize it. (3) Given the product [OH:4][C:5]1[CH:10]=[C:9]([O:11][CH2:12][C:13]2[CH:14]=[CH:15][C:16]([O:19][CH2:20]/[C:21](=[N:28]\[O:29][CH3:30])/[C:22]3[CH:27]=[CH:26][CH:25]=[CH:24][CH:23]=3)=[CH:17][CH:18]=2)[CH:8]=[CH:7][C:6]=1[CH2:31][CH2:32][C:33]([OH:35])=[O:34], predict the reactants needed to synthesize it. The reactants are: C(C[O:4][C:5]1[CH:10]=[C:9]([O:11][CH2:12][C:13]2[CH:18]=[CH:17][C:16]([O:19][CH2:20]/[C:21](=[N:28]\[O:29][CH3:30])/[C:22]3[CH:27]=[CH:26][CH:25]=[CH:24][CH:23]=3)=[CH:15][CH:14]=2)[CH:8]=[CH:7][C:6]=1[CH2:31][CH2:32][C:33]([O:35]CC)=[O:34])#N.